Predict which catalyst facilitates the given reaction. From a dataset of Catalyst prediction with 721,799 reactions and 888 catalyst types from USPTO. Reactant: [Cl:1][CH2:2][CH2:3][CH2:4][C:5]#[N:6].[N-:7]=[N+:8]=[N-:9].[Na+].[Cl-].[NH4+].[OH-].[Na+]. Product: [Cl:1][CH2:2][CH2:3][CH2:4][C:5]1[NH:9][N:8]=[N:7][N:6]=1. The catalyst class is: 9.